This data is from Forward reaction prediction with 1.9M reactions from USPTO patents (1976-2016). The task is: Predict the product of the given reaction. Given the reactants N([O-])=O.[Na+].[F:5][C:6]([F:28])([F:27])[C:7]1([C:17]2[CH:22]=[CH:21][CH:20]=[C:19]([C:23]([F:26])([F:25])[F:24])[CH:18]=2)[CH2:11][C:10]2[CH:12]=[C:13](N)[CH:14]=[CH:15][C:9]=2[O:8]1.[I-:29].[K+], predict the reaction product. The product is: [I:29][C:13]1[CH:14]=[CH:15][C:9]2[O:8][C:7]([C:6]([F:5])([F:28])[F:27])([C:17]3[CH:22]=[CH:21][CH:20]=[C:19]([C:23]([F:25])([F:26])[F:24])[CH:18]=3)[CH2:11][C:10]=2[CH:12]=1.